This data is from Peptide-MHC class I binding affinity with 185,985 pairs from IEDB/IMGT. The task is: Regression. Given a peptide amino acid sequence and an MHC pseudo amino acid sequence, predict their binding affinity value. This is MHC class I binding data. (1) The peptide sequence is YQAVVPLVY. The MHC is HLA-A02:02 with pseudo-sequence HLA-A02:02. The binding affinity (normalized) is 0.110. (2) The MHC is HLA-B07:02 with pseudo-sequence HLA-B07:02. The peptide sequence is GQFDSMLAK. The binding affinity (normalized) is 0.0847. (3) The peptide sequence is RVFPGDHFY. The MHC is HLA-B08:03 with pseudo-sequence HLA-B08:03. The binding affinity (normalized) is 0.0847. (4) The peptide sequence is ELRSKREQEV. The binding affinity (normalized) is 0. The MHC is HLA-A02:06 with pseudo-sequence HLA-A02:06. (5) The peptide sequence is YVAGITLTH. The MHC is HLA-A02:11 with pseudo-sequence HLA-A02:11. The binding affinity (normalized) is 0.0847.